From a dataset of Forward reaction prediction with 1.9M reactions from USPTO patents (1976-2016). Predict the product of the given reaction. (1) The product is: [CH3:18][C:15]1[C:14]2[CH:19]=[CH:20][C:11]([N:7]3[CH2:6][C@H:5]([CH2:4][N:1]4[CH:22]=[CH:21][N:3]=[N:2]4)[O:9][C:8]3=[O:10])=[CH:12][C:13]=2[O:17][N:16]=1. Given the reactants [N:1]([CH2:4][C@@H:5]1[O:9][C:8](=[O:10])[N:7]([C:11]2[CH:20]=[CH:19][C:14]3[C:15]([CH3:18])=[N:16][O:17][C:13]=3[CH:12]=2)[CH2:6]1)=[N+:2]=[N-:3].[CH:21]12CC(C=C1)C=[CH:22]2.O.C(Cl)Cl, predict the reaction product. (2) Given the reactants [C:1]1([S:7]([NH:10][C:11]2[CH:29]=[CH:28][C:27]([Cl:30])=[CH:26][C:12]=2[C:13]([NH:15][C:16]2[CH:25]=[CH:24][C:19]([C:20]([O:22]C)=[O:21])=[CH:18][CH:17]=2)=[O:14])(=[O:9])=[O:8])[CH:6]=[CH:5][CH:4]=[CH:3][CH:2]=1.Cl.O, predict the reaction product. The product is: [C:1]1([S:7]([NH:10][C:11]2[CH:29]=[CH:28][C:27]([Cl:30])=[CH:26][C:12]=2[C:13]([NH:15][C:16]2[CH:25]=[CH:24][C:19]([C:20]([OH:22])=[O:21])=[CH:18][CH:17]=2)=[O:14])(=[O:9])=[O:8])[CH:2]=[CH:3][CH:4]=[CH:5][CH:6]=1. (3) Given the reactants [C:1]([N:5]([C:9]1[CH:10]=[N:11][O:12][C:13]=1[CH3:14])[CH:6]([CH3:8])[CH3:7])(=[O:4])[CH2:2][CH3:3], predict the reaction product. The product is: [C:13](/[C:9](/[N:5]([CH:6]([CH3:7])[CH3:8])[C:1](=[O:4])[CH2:2][CH3:3])=[CH:10]\[NH2:11])(=[O:12])[CH3:14].